This data is from Full USPTO retrosynthesis dataset with 1.9M reactions from patents (1976-2016). The task is: Predict the reactants needed to synthesize the given product. (1) Given the product [NH2:26][NH:27][C:17]([C@H:12]1[N:11]2[C:15](=[CH:16][C:8]([C:6]3[CH:7]=[C:2]([Cl:1])[CH:3]=[CH:4][C:5]=3[N:20]3[CH:24]=[N:23][N:22]=[N:21]3)=[CH:9][C:10]2=[O:25])[CH2:14][CH2:13]1)=[NH:18], predict the reactants needed to synthesize it. The reactants are: [Cl:1][C:2]1[CH:3]=[CH:4][C:5]([N:20]2[CH:24]=[N:23][N:22]=[N:21]2)=[C:6]([C:8]2[CH:16]=[C:15]3[N:11]([C@H:12]([C:17]#[N:18])[CH2:13][CH2:14]3)[C:10](=O)[CH:9]=2)[CH:7]=1.[OH2:25].[NH2:26][NH2:27]. (2) The reactants are: [H-].[Na+].[CH2:3]([OH:5])[CH3:4].Br[C:7]1[CH:8]=[N:9][CH:10]=[C:11]([Br:13])[CH:12]=1. Given the product [Br:13][C:11]1[CH:10]=[N:9][CH:8]=[C:7]([O:5][CH2:3][CH3:4])[CH:12]=1, predict the reactants needed to synthesize it. (3) Given the product [CH3:29][O:28][C:26]1[CH:25]=[C:24]([NH:30][C:31](=[O:32])[NH:1][C:2]2[CH:3]=[CH:4][C:5]([C:8]3[C:16]4[C:11](=[CH:12][N:13]=[CH:14][CH:15]=4)[NH:10][C:9]=3[C:17]([NH2:19])=[O:18])=[CH:6][CH:7]=2)[CH:23]=[C:22]([O:21][CH3:20])[CH:27]=1, predict the reactants needed to synthesize it. The reactants are: [NH2:1][C:2]1[CH:7]=[CH:6][C:5]([C:8]2[C:16]3[C:11](=[CH:12][N:13]=[CH:14][CH:15]=3)[NH:10][C:9]=2[C:17]([NH2:19])=[O:18])=[CH:4][CH:3]=1.[CH3:20][O:21][C:22]1[CH:23]=[C:24]([N:30]=[C:31]=[O:32])[CH:25]=[C:26]([O:28][CH3:29])[CH:27]=1.